This data is from NCI-60 drug combinations with 297,098 pairs across 59 cell lines. The task is: Regression. Given two drug SMILES strings and cell line genomic features, predict the synergy score measuring deviation from expected non-interaction effect. Drug 1: CC1=C2C(C(=O)C3(C(CC4C(C3C(C(C2(C)C)(CC1OC(=O)C(C(C5=CC=CC=C5)NC(=O)OC(C)(C)C)O)O)OC(=O)C6=CC=CC=C6)(CO4)OC(=O)C)OC)C)OC. Drug 2: C1=CC(=C2C(=C1NCCNCCO)C(=O)C3=C(C=CC(=C3C2=O)O)O)NCCNCCO. Cell line: T-47D. Synergy scores: CSS=47.6, Synergy_ZIP=-3.75, Synergy_Bliss=-3.98, Synergy_Loewe=2.37, Synergy_HSA=3.81.